This data is from Forward reaction prediction with 1.9M reactions from USPTO patents (1976-2016). The task is: Predict the product of the given reaction. (1) Given the reactants [CH:1]([OH:4])([CH3:3])[CH3:2].[H-].[Na+].Br[C:8]1[C:9]([CH3:16])=[C:10]([C:13]([OH:15])=[O:14])[S:11][CH:12]=1, predict the reaction product. The product is: [CH:1]([O:4][C:8]1[C:9]([CH3:16])=[C:10]([C:13]([OH:15])=[O:14])[S:11][CH:12]=1)([CH3:3])[CH3:2]. (2) Given the reactants Cl[C:2]1[C:3]([CH:5]=[C:6]([NH:10][C:11]2[C:20]3[C:15](=[CH:16][C:17]([O:23][CH2:24][CH2:25][O:26][CH3:27])=[C:18]([O:21][CH3:22])[CH:19]=3)[N:14]=[CH:13][N:12]=2)[C:7](=[O:9])[CH:8]=1)=[O:4].C1OCCOCCOCCOCCOCCOC1.[Br:46][C:47]1[CH:48]=[C:49]2[C:53](=[CH:54][CH:55]=1)[NH:52][CH2:51][CH2:50]2, predict the reaction product. The product is: [Br:46][C:47]1[CH:48]=[C:49]2[C:53](=[CH:54][CH:55]=1)[N:52]([C:2]1[C:3]([CH:5]=[C:6]([NH:10][C:11]3[C:20]4[C:15](=[CH:16][C:17]([O:23][CH2:24][CH2:25][O:26][CH3:27])=[C:18]([O:21][CH3:22])[CH:19]=4)[N:14]=[CH:13][N:12]=3)[C:7](=[O:9])[CH:8]=1)=[O:4])[CH2:51][CH2:50]2. (3) Given the reactants [CH2:1]=[CH:2][CH2:3][CH:4]([OH:8])[CH2:5][CH:6]=[CH2:7].I[CH3:10].[H-].[Na+], predict the reaction product. The product is: [CH3:10][O:8][CH:4]([CH2:5][CH:6]=[CH2:7])[CH2:3][CH:2]=[CH2:1]. (4) Given the reactants Cl[C:2]1[C:11]2=[N:12][N:13](CC3C=CC(OC)=CC=3)[CH:14]=[C:10]2[C:9]2[CH:8]=[C:7]([O:24][CH3:25])[CH:6]=[CH:5][C:4]=2[N:3]=1.[CH3:26][N:27]([CH3:38])[CH2:28][CH2:29][NH:30][C:31]1[CH:36]=[CH:35][C:34]([NH2:37])=[CH:33][N:32]=1.Cl, predict the reaction product. The product is: [CH3:26][N:27]([CH3:38])[CH2:28][CH2:29][NH:30][C:31]1[CH:36]=[CH:35][C:34]([NH:37][C:2]2[C:11]3=[N:12][NH:13][CH:14]=[C:10]3[C:9]3[CH:8]=[C:7]([O:24][CH3:25])[CH:6]=[CH:5][C:4]=3[N:3]=2)=[CH:33][N:32]=1. (5) Given the reactants [Si:1]([O:18][CH2:19][CH:20]1[C:25](=O)[CH2:24][CH2:23][CH2:22][O:21]1)([C:14]([CH3:17])([CH3:16])[CH3:15])([C:8]1[CH:13]=[CH:12][CH:11]=[CH:10][CH:9]=1)[C:2]1[CH:7]=[CH:6][CH:5]=[CH:4][CH:3]=1.Cl.[CH2:28]([O:30][NH2:31])[CH3:29].C(N(CC)CC)C, predict the reaction product. The product is: [Si:1]([O:18][CH2:19][CH:20]1[C:25](=[N:31][O:30][CH2:28][CH3:29])[CH2:24][CH2:23][CH2:22][O:21]1)([C:14]([CH3:15])([CH3:17])[CH3:16])([C:2]1[CH:3]=[CH:4][CH:5]=[CH:6][CH:7]=1)[C:8]1[CH:9]=[CH:10][CH:11]=[CH:12][CH:13]=1. (6) Given the reactants [CH3:1][O:2][C:3]1[CH:13]=[CH:12][C:6](/[CH:7]=[CH:8]/[C:9]([OH:11])=[O:10])=[CH:5][CH:4]=1.OS(O)(=O)=O.[CH3:19][CH2:20]O, predict the reaction product. The product is: [CH3:1][O:2][C:3]1[CH:13]=[CH:12][C:6](/[CH:7]=[CH:8]/[C:9]([O:11][CH2:19][CH3:20])=[O:10])=[CH:5][CH:4]=1.